This data is from Peptide-MHC class I binding affinity with 185,985 pairs from IEDB/IMGT. The task is: Regression. Given a peptide amino acid sequence and an MHC pseudo amino acid sequence, predict their binding affinity value. This is MHC class I binding data. (1) The peptide sequence is CRCLGEGHGAG. The MHC is HLA-B27:05 with pseudo-sequence HLA-B27:05. The binding affinity (normalized) is 0.101. (2) The peptide sequence is CLSPVVAGL. The MHC is HLA-A80:01 with pseudo-sequence HLA-A80:01. The binding affinity (normalized) is 0.0847. (3) The peptide sequence is AYIDNYNKH. The MHC is Patr-A0701 with pseudo-sequence Patr-A0701. The binding affinity (normalized) is 0. (4) The peptide sequence is GRYNLISPK. The MHC is HLA-A02:11 with pseudo-sequence HLA-A02:11. The binding affinity (normalized) is 0.0847. (5) The peptide sequence is IIYSKAGNI. The MHC is HLA-A02:06 with pseudo-sequence HLA-A02:06. The binding affinity (normalized) is 0.120. (6) The peptide sequence is LVGKLNWASQIY. The MHC is HLA-B44:03 with pseudo-sequence HLA-B44:03. The binding affinity (normalized) is 0.136.